This data is from Retrosynthesis with 50K atom-mapped reactions and 10 reaction types from USPTO. The task is: Predict the reactants needed to synthesize the given product. Given the product CC(C)S(=O)(=O)c1ccc(NC(=O)N(C)C)cc1C#N, predict the reactants needed to synthesize it. The reactants are: CC(C)S(=O)(=O)c1ccc(N)cc1C#N.CN(C)C(=O)Cl.